Dataset: Forward reaction prediction with 1.9M reactions from USPTO patents (1976-2016). Task: Predict the product of the given reaction. (1) Given the reactants N1C2C(=CC=CC=2)C(CC(=O)C(O)=O)=C1.[OH-:16].[Na+].C([O-])(=O)C(C)=O.[Na+].[OH:25][C:26]([CH2:36][C:37]1[C:45]2[C:40](=[CH:41][CH:42]=[CH:43][CH:44]=2)[NH:39][CH:38]=1)([C:33]([OH:35])=[O:34])[CH2:27][C:28](=O)[C:29]([OH:31])=[O:30].Cl.[NH2:47]O.Cl, predict the reaction product. The product is: [OH:25][C:26]([CH2:36][C:37]1[C:45]2[C:40](=[CH:41][CH:42]=[CH:43][CH:44]=2)[NH:39][CH:38]=1)([C:33]([OH:35])=[O:34])[CH2:27][C:28](=[N:47][OH:16])[C:29]([OH:31])=[O:30]. (2) Given the reactants Br[C:2]1[CH:16]=[CH:15][C:5]([O:6][CH2:7][C:8]2[C:13]([F:14])=[CH:12][CH:11]=[CH:10][N:9]=2)=[CH:4][C:3]=1[N+:17]([O-:19])=[O:18].[CH2:20](B(O)O)[CH2:21][CH3:22].C(=O)([O-])[O-].[K+].[K+], predict the reaction product. The product is: [F:14][C:13]1[C:8]([CH2:7][O:6][C:5]2[CH:15]=[CH:16][C:2]([CH2:20][CH2:21][CH3:22])=[C:3]([N+:17]([O-:19])=[O:18])[CH:4]=2)=[N:9][CH:10]=[CH:11][CH:12]=1. (3) Given the reactants Cl[C:2]1[C:10]([S:11](=[O:14])(=[O:13])[NH2:12])=[CH:9][C:5]([C:6]([OH:8])=[O:7])=[CH:4][C:3]=1[N+:15]([O-:17])=[O:16].C([O-])(O)=O.[Na+].[C:23]1([OH:29])[CH:28]=[CH:27][CH:26]=[CH:25][CH:24]=1, predict the reaction product. The product is: [N+:15]([C:3]1[CH:4]=[C:5]([CH:9]=[C:10]([S:11](=[O:14])(=[O:13])[NH2:12])[C:2]=1[O:29][C:23]1[CH:28]=[CH:27][CH:26]=[CH:25][CH:24]=1)[C:6]([OH:8])=[O:7])([O-:17])=[O:16]. (4) The product is: [Cl:1][C:2]1[CH:7]=[CH:6][CH:5]=[C:4]([F:8])[C:3]=1[C:9]1[NH:10][C:26](=[O:27])[N:12]([C:13]2[CH:18]=[CH:17][C:16]([I:19])=[CH:15][CH:14]=2)[N:11]=1. Given the reactants [Cl:1][C:2]1[CH:7]=[CH:6][CH:5]=[C:4]([F:8])[C:3]=1[C:9](=[N:11][NH:12][C:13]1[CH:18]=[CH:17][C:16]([I:19])=[CH:15][CH:14]=1)[NH2:10].N1C=CC=CC=1.[C:26](Cl)(Cl)=[O:27], predict the reaction product. (5) Given the reactants C(OC([NH:8][C@H:9]1[CH2:14][CH2:13][CH2:12][CH2:11][C@H:10]1[NH:15][C:16]1[N:21]=[C:20](Cl)[C:19]2[C:23](=[O:33])[N:24](C(OC(C)(C)C)=O)[CH2:25][C:18]=2[C:17]=1[F:34])=O)(C)(C)C.C([Sn](CCCC)(CCCC)[C:40]1[CH:41]=[C:42]2[N:47]([CH:48]=1)[CH2:46][CH2:45][O:44][CH2:43]2)CCC.[C:57]([OH:63])([C:59]([F:62])([F:61])[F:60])=[O:58], predict the reaction product. The product is: [C:57]([OH:63])([C:59]([F:62])([F:61])[F:60])=[O:58].[NH2:8][C@H:9]1[CH2:14][CH2:13][CH2:12][CH2:11][C@H:10]1[NH:15][C:16]1[N:21]=[C:20]([C:40]2[CH:41]=[C:42]3[N:47]([CH:48]=2)[CH2:46][CH2:45][O:44][CH2:43]3)[C:19]2[C:23](=[O:33])[NH:24][CH2:25][C:18]=2[C:17]=1[F:34]. (6) Given the reactants [CH3:1][O:2][C:3](=[O:15])[CH2:4][C:5]1[CH:10]=[C:9]([OH:11])[CH:8]=[C:7]([O:12][CH2:13][CH3:14])[CH:6]=1.O1CCOCC1.C(=O)([O-])[O-].[Cs+].[Cs+].Br[C:29]1[S:30][C:31]([C:34]2[CH:39]=[CH:38][CH:37]=[CH:36][CH:35]=2)=[CH:32][CH:33]=1.CN(CC(O)=O)C.[Cl-].[NH4+].[OH-].[NH4+], predict the reaction product. The product is: [CH3:1][O:2][C:3](=[O:15])[CH2:4][C:5]1[CH:10]=[C:9]([O:11][C:29]2[S:30][C:31]([C:34]3[CH:39]=[CH:38][CH:37]=[CH:36][CH:35]=3)=[CH:32][CH:33]=2)[CH:8]=[C:7]([O:12][CH2:13][CH3:14])[CH:6]=1. (7) Given the reactants [CH3:1][O:2][C:3]1[CH:4]=[C:5]2[C:10](=[C:11]3[CH2:15][C:14]([CH3:17])([CH3:16])[O:13][C:12]=13)[C:9]([C:18]1[CH:19]=[C:20]([CH:27]=[CH:28][CH:29]=1)[O:21][CH2:22][C:23]([O:25]C)=[O:24])=[N:8][C:7]([CH3:31])([CH3:30])[CH2:6]2.[OH-].[Na+].Cl, predict the reaction product. The product is: [CH3:1][O:2][C:3]1[CH:4]=[C:5]2[C:10](=[C:11]3[CH2:15][C:14]([CH3:17])([CH3:16])[O:13][C:12]=13)[C:9]([C:18]1[CH:19]=[C:20]([CH:27]=[CH:28][CH:29]=1)[O:21][CH2:22][C:23]([OH:25])=[O:24])=[N:8][C:7]([CH3:31])([CH3:30])[CH2:6]2.